Dataset: Forward reaction prediction with 1.9M reactions from USPTO patents (1976-2016). Task: Predict the product of the given reaction. Given the reactants OC1C(=O)C=CN(CC(F)(F)F)C=1C.C([O:22][C:23]1[C:24](=[O:37])[CH:25]=[C:26]([C:30]([OH:36])([OH:35])[C:31]([F:34])([F:33])[F:32])[N:27]([CH3:29])[CH:28]=1)C1C=CC=CC=1.Cl.[OH-].[Na+], predict the reaction product. The product is: [OH:22][C:23]1[C:24](=[O:37])[CH:25]=[C:26]([C:30]([OH:35])([OH:36])[C:31]([F:32])([F:33])[F:34])[N:27]([CH3:29])[CH:28]=1.